From a dataset of CYP2C9 inhibition data for predicting drug metabolism from PubChem BioAssay. Regression/Classification. Given a drug SMILES string, predict its absorption, distribution, metabolism, or excretion properties. Task type varies by dataset: regression for continuous measurements (e.g., permeability, clearance, half-life) or binary classification for categorical outcomes (e.g., BBB penetration, CYP inhibition). Dataset: cyp2c9_veith. (1) The molecule is O=c1c(-c2ccc(O)cc2)coc2cc(O)cc(O)c12. The result is 0 (non-inhibitor). (2) The molecule is COc1ccccc1-c1cc(NCc2cccnc2)ncn1. The result is 0 (non-inhibitor). (3) The drug is Cc1ccc(C)c(N/C(N)=N/c2nc(C)cc(C)n2)c1. The result is 0 (non-inhibitor). (4) The result is 0 (non-inhibitor). The drug is COc1ccc(/C=N\NC(=O)O)cc1. (5) The drug is COc1cc(C2C(C#N)=C(N)N(Nc3ccccc3)C3=C2C(=O)CC(C)(C)C3)ccc1OCc1cccc(F)c1. The result is 1 (inhibitor). (6) The drug is Cc1ccc(NC(=O)NNC(=O)C2CC(c3cccnc3)=NO2)cc1. The result is 0 (non-inhibitor).